Dataset: Forward reaction prediction with 1.9M reactions from USPTO patents (1976-2016). Task: Predict the product of the given reaction. (1) Given the reactants [CH3:1][C:2]1([CH3:16])[CH2:11][C:10]2[NH:9][C:8](=[S:12])[C:7]([C:13]#[N:14])=[CH:6][C:5]=2[C:4](=[O:15])[CH2:3]1.Br[CH2:18][CH2:19][CH3:20], predict the reaction product. The product is: [CH3:1][C:2]1([CH3:16])[CH2:11][C:10]2[N:9]=[C:8]([S:12][CH2:18][CH2:19][CH3:20])[C:7]([C:13]#[N:14])=[CH:6][C:5]=2[C:4](=[O:15])[CH2:3]1. (2) Given the reactants Cl[C:2]1[N:7]=[C:6]([NH:8][CH:9]2[CH2:12][CH2:11][CH2:10]2)[CH:5]=[C:4]([C:13]2[CH:18]=[CH:17][CH:16]=[CH:15][CH:14]=2)[N:3]=1.[CH3:19][O:20][C:21]([C:23]1([C:27]2[CH:32]=[CH:31][C:30]([NH2:33])=[CH:29][CH:28]=2)[CH2:26][CH2:25][CH2:24]1)=[O:22], predict the reaction product. The product is: [CH3:19][O:20][C:21]([C:23]1([C:27]2[CH:28]=[CH:29][C:30]([NH:33][C:2]3[N:7]=[C:6]([NH:8][CH:9]4[CH2:12][CH2:11][CH2:10]4)[CH:5]=[C:4]([C:13]4[CH:18]=[CH:17][CH:16]=[CH:15][CH:14]=4)[N:3]=3)=[CH:31][CH:32]=2)[CH2:24][CH2:25][CH2:26]1)=[O:22]. (3) Given the reactants Cl[C:2]1[CH:3]=[C:4]([S:9]([C:12]2[CH:17]=[CH:16][CH:15]=[C:14]([S:18]([C:21]3[CH:26]=[C:25](Cl)[CH:24]=[C:23](Cl)[CH:22]=3)(=[O:20])=[O:19])[CH:13]=2)(=[O:11])=[O:10])[CH:5]=[C:6](Cl)[CH:7]=1.[C:29]1(B(O)O)[CH:34]=[CH:33][CH:32]=[CH:31][CH:30]=1.P([O-])([O-])([O-])=O.[K+].[K+].[K+].[CH:46]1(P([CH:46]2[CH2:51][CH2:50][CH2:49][CH2:48][CH2:47]2)[CH:46]2[CH2:51][CH2:50][CH2:49][CH2:48][CH2:47]2)[CH2:51][CH2:50][CH2:49][CH2:48][CH2:47]1, predict the reaction product. The product is: [C:29]1([C:2]2[CH:3]=[C:4]([S:9]([C:12]3[CH:17]=[CH:16][CH:15]=[C:14]([S:18]([C:21]4[CH:26]=[C:25]([C:2]5[CH:3]=[CH:4][CH:5]=[CH:6][CH:7]=5)[CH:24]=[C:23]([C:12]5[CH:17]=[CH:16][CH:15]=[CH:14][CH:13]=5)[CH:22]=4)(=[O:20])=[O:19])[CH:13]=3)(=[O:11])=[O:10])[CH:5]=[C:6]([C:46]3[CH:51]=[CH:50][CH:49]=[CH:48][CH:47]=3)[CH:7]=2)[CH:34]=[CH:33][CH:32]=[CH:31][CH:30]=1. (4) Given the reactants Cl[C:2]1[C:7]([N+:8]([O-:10])=[O:9])=[CH:6][CH:5]=[C:4]([Cl:11])[N:3]=1.[C:12]([O:16][C:17]([N:19]1[CH2:24][CH2:23][CH:22]([NH2:25])[CH2:21][CH2:20]1)=[O:18])([CH3:15])([CH3:14])[CH3:13].C([O-])([O-])=O.[K+].[K+], predict the reaction product. The product is: [C:12]([O:16][C:17]([N:19]1[CH2:24][CH2:23][CH:22]([NH:25][C:2]2[C:7]([N+:8]([O-:10])=[O:9])=[CH:6][CH:5]=[C:4]([Cl:11])[N:3]=2)[CH2:21][CH2:20]1)=[O:18])([CH3:15])([CH3:13])[CH3:14]. (5) Given the reactants [C:1]([O:4][CH2:5][C@@H:6]([OH:21])[C@@H:7]([O:13]CC1C=CC=CC=1)[C@H:8]([OH:12])[CH2:9][CH:10]=[O:11])(=[O:3])[CH3:2], predict the reaction product. The product is: [C:1]([O:4][CH2:5][C@@H:6]([OH:21])[C@@H:7]([OH:13])[C@H:8]([OH:12])[CH2:9][CH:10]=[O:11])(=[O:3])[CH3:2].